Dataset: Forward reaction prediction with 1.9M reactions from USPTO patents (1976-2016). Task: Predict the product of the given reaction. (1) Given the reactants [F:1][C:2]1[CH:7]=[C:6]([I:8])[CH:5]=[CH:4][C:3]=1[NH:9][C:10]1[CH:18]=[N:17][CH:16]=[CH:15][C:11]=1[C:12]([OH:14])=O.[C:19]([O:23][C:24]([NH:26][NH2:27])=[O:25])([CH3:22])([CH3:21])[CH3:20], predict the reaction product. The product is: [F:1][C:2]1[CH:7]=[C:6]([I:8])[CH:5]=[CH:4][C:3]=1[NH:9][C:10]1[CH:18]=[N:17][CH:16]=[CH:15][C:11]=1[C:12]([NH:27][NH:26][C:24]([O:23][C:19]([CH3:22])([CH3:21])[CH3:20])=[O:25])=[O:14]. (2) Given the reactants [CH2:1]([O:3][C:4](=[O:28])[CH2:5][N:6]1[C:14]2[C:9](=[CH:10][CH:11]=[CH:12][CH:13]=2)[C:8]([C:17]2[C:25](O)=[CH:24][C:20]3[O:21][CH2:22][O:23][C:19]=3[CH:18]=2)([CH2:15][OH:16])[C:7]1=[O:27])[CH3:2].C1(CCN2C3C(=CC=CC=3)C(C3C(O)=CC4OCOC=4C=3)(CO)C2=O)CC1, predict the reaction product. The product is: [CH2:1]([O:3][C:4](=[O:28])[CH2:5][N:6]1[C:14]2[C:9](=[CH:10][CH:11]=[CH:12][CH:13]=2)[C:8]2([C:17]3=[CH:18][C:19]4[O:23][CH2:22][O:21][C:20]=4[CH:24]=[C:25]3[O:16][CH2:15]2)[C:7]1=[O:27])[CH3:2]. (3) The product is: [ClH:1].[CH2:35]([O:32][C:31](=[O:33])[CH2:30][CH2:29][C:5]1[CH:6]=[C:7]([O:10][CH2:11][C@H:12]([OH:28])[CH2:13][NH:14][C:15]([CH3:27])([CH3:26])[CH2:16][CH:17]2[CH2:18][C:19]3[C:24](=[CH:23][CH:22]=[CH:21][CH:20]=3)[CH2:25]2)[C:8]([F:9])=[C:3]([F:2])[CH:4]=1)[CH3:36].[ClH:1]. Given the reactants [ClH:1].[F:2][C:3]1[CH:4]=[C:5]([CH2:29][CH2:30][C:31]([OH:33])=[O:32])[CH:6]=[C:7]([O:10][CH2:11][C@H:12]([OH:28])[CH2:13][NH:14][C:15]([CH3:27])([CH3:26])[CH2:16][CH:17]2[CH2:25][C:24]3[C:19](=[CH:20][CH:21]=[CH:22][CH:23]=3)[CH2:18]2)[C:8]=1[F:9].Cl.[CH2:35](O)[CH3:36], predict the reaction product. (4) Given the reactants Cl[C:2]1[C:7]([CH3:8])=[CH:6][CH:5]=[CH:4][N+:3]=1[O-:9].[NH2:10][C@@H:11]1[CH2:16][CH2:15][CH2:14][N:13]([C:17]([O:19][C:20]([CH3:23])([CH3:22])[CH3:21])=[O:18])[CH2:12]1.C(N(C(C)C)CC)(C)C.O, predict the reaction product. The product is: [C:20]([O:19][C:17]([N:13]1[CH2:14][CH2:15][CH2:16][C@@H:11]([NH:10][C:2]2[C:7]([CH3:8])=[CH:6][CH:5]=[CH:4][N+:3]=2[O-:9])[CH2:12]1)=[O:18])([CH3:23])([CH3:21])[CH3:22]. (5) Given the reactants [CH:1]1([N:4]2[C:8](=[O:9])[N:7]([CH2:10][C:11](O)=[O:12])[N:6]=[C:5]2[C:14]2[CH:19]=[CH:18][CH:17]=[CH:16][C:15]=2[O:20][C:21]([F:24])([F:23])[F:22])[CH2:3][CH2:2]1.C(Cl)CCl.C1C=CC2N(O)N=NC=2C=1.[NH2:39][C:40]([C:45]1[CH:50]=[CH:49][CH:48]=[C:47]([C:51]([F:54])([F:53])[F:52])[CH:46]=1)([CH3:44])[C:41]([NH2:43])=[O:42], predict the reaction product. The product is: [CH:1]1([N:4]2[C:8](=[O:9])[N:7]([CH2:10][C:11]([NH:39][C:40]([C:45]3[CH:50]=[CH:49][CH:48]=[C:47]([C:51]([F:52])([F:53])[F:54])[CH:46]=3)([CH3:44])[C:41]([NH2:43])=[O:42])=[O:12])[N:6]=[C:5]2[C:14]2[CH:19]=[CH:18][CH:17]=[CH:16][C:15]=2[O:20][C:21]([F:23])([F:24])[F:22])[CH2:3][CH2:2]1.